This data is from Catalyst prediction with 721,799 reactions and 888 catalyst types from USPTO. The task is: Predict which catalyst facilitates the given reaction. (1) Reactant: [NH2:1][C:2]1[CH:3]=[C:4]([CH:8]=[C:9](Br)[CH:10]=1)[C:5]([OH:7])=[O:6].[CH3:12][C:13]1(C)[C:17](C)(C)OB(C(C)=C)O1.C(=O)([O-])[O-].[K+].[K+].O. Product: [NH2:1][C:2]1[CH:3]=[C:4]([CH:8]=[C:9]([C:13]([CH3:17])=[CH2:12])[CH:10]=1)[C:5]([OH:7])=[O:6]. The catalyst class is: 77. (2) Reactant: CN(C(ON1N=NC2C=CC=NC1=2)=[N+](C)C)C.F[P-](F)(F)(F)(F)F.Cl.[NH2:26][C@@H:27]([CH:52]([CH3:54])[CH3:53])[C:28]([N:30]1[CH2:34][C@H:33]([OH:35])[CH2:32][C@H:31]1[C:36]([NH:38][CH2:39][C:40]1[CH:45]=[CH:44][C:43]([C:46]2[S:50][CH:49]=[N:48][C:47]=2[CH3:51])=[CH:42][CH:41]=1)=[O:37])=[O:29].[OH:55][C:56]1[CH:57]=[CH:58][C:59]2[C@@H:60]3[C@@H:68]([C@H:69]([CH2:73][CH2:74][CH2:75][CH2:76][O:77][CH2:78][CH2:79][O:80][CH2:81][CH2:82][O:83][CH2:84][CH2:85][O:86][CH2:87][CH2:88][O:89][CH2:90][C:91](O)=[O:92])[CH2:70][C:71]=2[CH:72]=1)[C@H:67]1[C@@:63]([CH3:95])([C@@H:64]([OH:94])[CH2:65][CH2:66]1)[CH2:62][CH2:61]3.CCN(C(C)C)C(C)C. Product: [OH:55][C:56]1[CH:57]=[CH:58][C:59]2[C@@H:60]3[C@@H:68]([C@H:69]([CH2:73][CH2:74][CH2:75][CH2:76][O:77][CH2:78][CH2:79][O:80][CH2:81][CH2:82][O:83][CH2:84][CH2:85][O:86][CH2:87][CH2:88][O:89][CH2:90][C:91](=[O:92])[NH:26][C@@H:27]([CH:52]([CH3:54])[CH3:53])[C:28]([N:30]4[CH2:34][C@H:33]([OH:35])[CH2:32][C@H:31]4[C:36]([NH:38][CH2:39][C:40]4[CH:45]=[CH:44][C:43]([C:46]5[S:50][CH:49]=[N:48][C:47]=5[CH3:51])=[CH:42][CH:41]=4)=[O:37])=[O:29])[CH2:70][C:71]=2[CH:72]=1)[C@H:67]1[C@@:63]([CH3:95])([C@@H:64]([OH:94])[CH2:65][CH2:66]1)[CH2:62][CH2:61]3. The catalyst class is: 3. (3) Reactant: [CH3:1][C:2]1[NH:3][C:4]2[C:5]([N:15]=1)=[N:6][C:7]([C:11]([O:13][CH3:14])=[O:12])=[CH:8][C:9]=2[CH3:10].[H-].[Na+].[Br:18][C:19]1[C:28]2[C:23](=[CH:24][CH:25]=[CH:26][CH:27]=2)[CH:22]=[CH:21][C:20]=1[CH2:29]Br.C(OC(C)C)(C)C. Product: [Br:18][C:19]1[C:28]2[C:23](=[CH:24][CH:25]=[CH:26][CH:27]=2)[CH:22]=[CH:21][C:20]=1[CH2:29][N:15]1[C:5]2=[N:6][C:7]([C:11]([O:13][CH3:14])=[O:12])=[CH:8][C:9]([CH3:10])=[C:4]2[N:3]=[C:2]1[CH3:1]. The catalyst class is: 9. (4) Reactant: [CH3:1][C:2]1([CH3:14])[C:6]([CH3:8])([CH3:7])[O:5][B:4]([C:9]2[CH:10]=[N:11][NH:12][CH:13]=2)[O:3]1.C(=O)([O-])[O-].[Cs+].[Cs+].I[CH:22]([CH3:24])[CH3:23].O. Product: [CH:22]([N:12]1[CH:13]=[C:9]([B:4]2[O:5][C:6]([CH3:7])([CH3:8])[C:2]([CH3:14])([CH3:1])[O:3]2)[CH:10]=[N:11]1)([CH3:24])[CH3:23]. The catalyst class is: 3. (5) Reactant: F[C:2]([O:4][CH:5]([F:7])[CH3:6])=[O:3].[C:8]1([OH:14])[CH:13]=[CH:12][CH:11]=[CH:10][CH:9]=1. Product: [C:2](=[O:3])([O:14][C:8]1[CH:13]=[CH:12][CH:11]=[CH:10][CH:9]=1)[O:4][CH:5]([F:7])[CH3:6]. The catalyst class is: 17. (6) Reactant: [C:1]([NH:22][C@@H:23]([CH2:31][CH2:32][CH2:33][CH2:34][NH:35][C:36](=[O:43])/[CH:37]=[CH:38]/[C:39]([O:41][CH3:42])=[O:40])[C:24]([O:26]C(C)(C)C)=[O:25])(=[O:21])[CH2:2][CH2:3][CH2:4]/[CH:5]=[CH:6]\[CH2:7]/[CH:8]=[CH:9]\[CH2:10]/[CH:11]=[CH:12]\[CH2:13]/[CH:14]=[CH:15]\[CH2:16]/[CH:17]=[CH:18]\[CH2:19][CH3:20].Cl. Product: [C:1]([NH:22][C@@H:23]([CH2:31][CH2:32][CH2:33][CH2:34][NH:35][C:36](=[O:43])/[CH:37]=[CH:38]/[C:39]([O:41][CH3:42])=[O:40])[C:24]([OH:26])=[O:25])(=[O:21])[CH2:2][CH2:3][CH2:4]/[CH:5]=[CH:6]\[CH2:7]/[CH:8]=[CH:9]\[CH2:10]/[CH:11]=[CH:12]\[CH2:13]/[CH:14]=[CH:15]\[CH2:16]/[CH:17]=[CH:18]\[CH2:19][CH3:20]. The catalyst class is: 12.